Dataset: Experimentally validated miRNA-target interactions with 360,000+ pairs, plus equal number of negative samples. Task: Binary Classification. Given a miRNA mature sequence and a target amino acid sequence, predict their likelihood of interaction. (1) The miRNA is mmu-miR-351-5p with sequence UCCCUGAGGAGCCCUUUGAGCCUG. The protein sequence of the target gene is MDDPAAPGPAGSPANDNGNGNGNGNGNGNGGKGKPAVPKGRETFRNQRRESEGSVDCPTLEFEYGDSDGHAAELSELYSYTENLEFTTNRKCFEEDFRTQVQDTKEWLELEEDAQKTYVMGLLDRLEVVSREKRLKVARAVLYLAQGTFGECDSEVDVLHWSRYNCFLLYQMGTFSAFLELLHMEIDNSQASSSALRKPAVSIADSTELRVLLSVMYLMVENIRLEREIDPCGWRTARETFRTELSFSTHNEEPFALLLFSMVTKFCSGLAPHFPIKKVLLLLWKVVMFTLGGFEHLQAL.... Result: 0 (no interaction). (2) The miRNA is hsa-miR-548g-3p with sequence AAAACUGUAAUUACUUUUGUAC. The protein sequence of the target gene is MPGPTPSGTNVGSSGRSPSKAVAARAAGSTVRQRKNASCGTRSAGRTTSAGTGGMWRFYTEDSPGLKVGPVPVLVMSLLFIASVFMLHIWGKYTRS. Result: 0 (no interaction).